Dataset: Retrosynthesis with 50K atom-mapped reactions and 10 reaction types from USPTO. Task: Predict the reactants needed to synthesize the given product. (1) Given the product Cc1nnnn1[C@@H]1C[C@]2(c3ccccc3)N[C@H]1CC[C@H]2OCc1cc(C(F)(F)F)cc(C(F)(F)F)c1, predict the reactants needed to synthesize it. The reactants are: Cc1nnnn1[C@@H]1C[C@@]2(c3ccccc3)[C@H](OCc3cc(C(F)(F)F)cc(C(F)(F)F)c3)CC[C@@H]1N2Cc1ccccc1. (2) Given the product NCCCOc1ccc2cc(CC(=O)O)c(=O)n(Cc3ccccc3)c2c1, predict the reactants needed to synthesize it. The reactants are: COC(=O)Cc1cc2ccc(OCCCN)cc2n(Cc2ccccc2)c1=O. (3) Given the product O=C(O)c1c(CN2CCC(N3CCCCC3=O)CC2)c(-c2ccccc2)nc2ccccc12, predict the reactants needed to synthesize it. The reactants are: COC(=O)c1c(CN2CCC(N3CCCCC3=O)CC2)c(-c2ccccc2)nc2ccccc12. (4) Given the product COC(=O)C(Cc1cccc(CCOC(=O)Nc2ccc(C(F)(F)F)cc2)c1)C(=O)OC, predict the reactants needed to synthesize it. The reactants are: COC(=O)C(Cc1cccc(CCO)c1)C(=O)OC.O=C=Nc1ccc(C(F)(F)F)cc1. (5) Given the product Cc1cnc(N2CCN(C(=O)OC(C)(C)C)CC2)c(C)c1, predict the reactants needed to synthesize it. The reactants are: CB(O)O.Cc1cc(Br)cnc1N1CCN(C(=O)OC(C)(C)C)CC1. (6) Given the product CC(C)(C)Nc1cc(Br)ccc1[N+](=O)[O-], predict the reactants needed to synthesize it. The reactants are: CC(C)(C)N.O=[N+]([O-])c1ccc(Br)cc1F. (7) The reactants are: CN(C)c1ncccc1[N+](=O)[O-]. Given the product CN(C)c1ncccc1N, predict the reactants needed to synthesize it. (8) Given the product CCc1ccc(Cc2cc3c(cc2Cl)OC(C)(C)C[C@]32O[C@H](COCc3ccccc3)[C@@H](OCc3ccccc3)[C@H](OCc3ccccc3)[C@H]2OCc2ccccc2)cc1, predict the reactants needed to synthesize it. The reactants are: C=C(C)C[C@@]1(c2cc(Cc3ccc(CC)cc3)c(Cl)cc2O)O[C@H](COCc2ccccc2)[C@@H](OCc2ccccc2)[C@H](OCc2ccccc2)[C@H]1OCc1ccccc1. (9) Given the product COC(=O)c1cc(Oc2cc(F)cc(F)c2)cc(OS(=O)(=O)c2ccc(C)cc2)c1, predict the reactants needed to synthesize it. The reactants are: COC(=O)c1cc(O)cc(OS(=O)(=O)c2ccc(C)cc2)c1.OB(O)c1cc(F)cc(F)c1. (10) The reactants are: COc1ccc(C=O)cc1Br.OB(O)c1cccs1. Given the product COc1ccc(C=O)cc1-c1cccs1, predict the reactants needed to synthesize it.